Dataset: Full USPTO retrosynthesis dataset with 1.9M reactions from patents (1976-2016). Task: Predict the reactants needed to synthesize the given product. (1) Given the product [NH2:1][C:2]1[CH:7]=[C:6]([C:8]2[CH:9]=[N:10][C:11]([Cl:20])=[CH:12][CH:13]=2)[N:5]=[C:4]([C:15]([O:17][CH3:18])=[O:16])[C:3]=1[Cl:19], predict the reactants needed to synthesize it. The reactants are: [NH2:1][C:2]1[CH:7]=[C:6]([C:8]2[CH:9]=[N:10][C:11](O)=[CH:12][CH:13]=2)[N:5]=[C:4]([C:15]([O:17][CH3:18])=[O:16])[C:3]=1[Cl:19].[Cl:20]P(Cl)C1C=CC=CC=1. (2) Given the product [CH3:1][O:2][C:3]([C@H:5]1[CH2:9][C@@H:8]([O:10][C:24]2[CH:23]=[CH:22][CH:21]=[C:20]([O:19][CH3:18])[CH:25]=2)[CH2:7][N:6]1[C:11]([O:13][C:14]([CH3:17])([CH3:16])[CH3:15])=[O:12])=[O:4], predict the reactants needed to synthesize it. The reactants are: [CH3:1][O:2][C:3]([C@H:5]1[CH2:9][C@H:8]([OH:10])[CH2:7][N:6]1[C:11]([O:13][C:14]([CH3:17])([CH3:16])[CH3:15])=[O:12])=[O:4].[CH3:18][O:19][C:20]1[CH:21]=[C:22](O)[CH:23]=[CH:24][CH:25]=1.C1(P(C2C=CC=CC=2)C2C=CC=CC=2)C=CC=CC=1.C(OC(N=NC(OC(C)C)=O)=O)(C)C. (3) The reactants are: [Br:1][C:2]1[CH:7]=[CH:6][C:5]([Cl:8])=[C:4]([CH2:9][C:10]2[CH:15]=[CH:14][C:13]([CH2:16][CH2:17][CH2:18][O:19][CH:20]=[CH2:21])=[CH:12][CH:11]=2)[CH:3]=1.[Zn](CC)[CH2:23]C.ICI. Given the product [Br:1][C:2]1[CH:7]=[CH:6][C:5]([Cl:8])=[C:4]([CH2:9][C:10]2[CH:15]=[CH:14][C:13]([CH2:16][CH2:17][CH2:18][O:19][CH:20]3[CH2:23][CH2:21]3)=[CH:12][CH:11]=2)[CH:3]=1, predict the reactants needed to synthesize it. (4) Given the product [Cl:24][C:25]1[S:29][C:28]([S:30]([NH:33][C:34]([NH:3][CH:4]2[CH2:9][CH2:8][N:7]([C:10]3[C:20]([C:21]#[N:22])=[CH:19][C:13]([C:14]([O:16][CH2:17][CH3:18])=[O:15])=[C:12]([CH3:23])[N:11]=3)[CH2:6][CH2:5]2)=[O:35])(=[O:32])=[O:31])=[CH:27][CH:26]=1, predict the reactants needed to synthesize it. The reactants are: Cl.Cl.[NH2:3][CH:4]1[CH2:9][CH2:8][N:7]([C:10]2[C:20]([C:21]#[N:22])=[CH:19][C:13]([C:14]([O:16][CH2:17][CH3:18])=[O:15])=[C:12]([CH3:23])[N:11]=2)[CH2:6][CH2:5]1.[Cl:24][C:25]1[S:29][C:28]([S:30]([NH:33][C:34](=O)[O:35]CC(Cl)(Cl)Cl)(=[O:32])=[O:31])=[CH:27][CH:26]=1.CCN(C(C)C)C(C)C.CCOC(C)=O. (5) Given the product [C:10]([O:14][C:15]([N:17]1[CH2:22][CH2:21][C:20]([CH:31]=[O:35])([C:23]2[CH:28]=[CH:27][C:26]([S:29][CH3:30])=[CH:25][CH:24]=2)[CH2:19][CH2:18]1)=[O:16])([CH3:13])([CH3:12])[CH3:11], predict the reactants needed to synthesize it. The reactants are: CC(C[AlH]CC(C)C)C.[C:10]([O:14][C:15]([N:17]1[CH2:22][CH2:21][C:20]([C:31]#N)([C:23]2[CH:28]=[CH:27][C:26]([S:29][CH3:30])=[CH:25][CH:24]=2)[CH2:19][CH2:18]1)=[O:16])([CH3:13])([CH3:12])[CH3:11].C([O:35]CC)C. (6) Given the product [CH2:26]([NH:28][C:22](=[O:23])[C:21]1[CH:25]=[C:17]([C:10]2[C:11]3[CH:16]=[CH:15][NH:14][C:12]=3[N:13]=[C:8]([C:6]3[CH:5]=[CH:4][CH:3]=[C:2]([CH3:1])[N:7]=3)[N:9]=2)[CH:18]=[N:19][CH:20]=1)[CH3:27], predict the reactants needed to synthesize it. The reactants are: [CH3:1][C:2]1[N:7]=[C:6]([C:8]2[N:9]=[C:10]([C:17]3[CH:18]=[N:19][CH:20]=[C:21]([CH:25]=3)[C:22](O)=[O:23])[C:11]3[CH:16]=[CH:15][NH:14][C:12]=3[N:13]=2)[CH:5]=[CH:4][CH:3]=1.[CH2:26]([NH2:28])[CH3:27].CCN=C=NCCCN(C)C.Cl.C1C=CC2N(O)N=NC=2C=1. (7) Given the product [Cl:15][C:12]1[CH:13]=[CH:14][C:9]([C:4]2[C:3]([CH2:2][O:16][C:17]3[C:18]([CH:25]=[O:26])=[CH:19][C:20]([O:23][CH3:24])=[N:21][CH:22]=3)=[CH:8][CH:7]=[CH:6][N:5]=2)=[CH:10][CH:11]=1, predict the reactants needed to synthesize it. The reactants are: Cl[CH2:2][C:3]1[C:4]([C:9]2[CH:14]=[CH:13][C:12]([Cl:15])=[CH:11][CH:10]=2)=[N:5][CH:6]=[CH:7][CH:8]=1.[OH:16][C:17]1[C:18]([CH:25]=[O:26])=[CH:19][C:20]([O:23][CH3:24])=[N:21][CH:22]=1.C(=O)([O-])[O-].[K+].[K+]. (8) Given the product [OH:1][CH:2]([C:6]1[CH:7]=[CH:8][C:9]([C:12]2[N:16]=[C:15]([C:17]3[O:21][N:20]=[C:19]([C:22]4[CH:23]=[CH:24][CH:25]=[CH:26][CH:27]=4)[C:18]=3[C:28]([F:31])([F:30])[F:29])[O:14][N:13]=2)=[CH:10][CH:11]=1)[C:3]([NH:46][CH2:45][CH2:44][C:42]1[N:41]=[CH:40][S:39][CH:43]=1)=[O:5], predict the reactants needed to synthesize it. The reactants are: [OH:1][CH:2]([C:6]1[CH:11]=[CH:10][C:9]([C:12]2[N:16]=[C:15]([C:17]3[O:21][N:20]=[C:19]([C:22]4[CH:27]=[CH:26][CH:25]=[CH:24][CH:23]=4)[C:18]=3[C:28]([F:31])([F:30])[F:29])[O:14][N:13]=2)=[CH:8][CH:7]=1)[C:3]([OH:5])=O.CN1CCOCC1.[S:39]1[CH:43]=[C:42]([CH2:44][CH2:45][NH2:46])[N:41]=[CH:40]1.F[P-](F)(F)(F)(F)F.N1(O[P+](N(C)C)(N(C)C)N(C)C)C2C=CC=CC=2N=N1. (9) Given the product [Cl:1][C:2]1[C:3]([S:19]([NH2:20])(=[O:22])=[O:21])=[N:4][CH:5]=[C:6]([C:7]([N:34]2[CH2:33][CH2:32][C:31]([C:28]3[CH:27]=[CH:26][C:25]([F:24])=[CH:30][CH:29]=3)([O:37][CH3:38])[CH2:36][CH2:35]2)=[O:9])[C:10]=1[NH:11][C:12]1[CH:17]=[CH:16][CH:15]=[C:14]([Cl:18])[CH:13]=1, predict the reactants needed to synthesize it. The reactants are: [Cl:1][C:2]1[C:3]([S:19](=[O:22])(=[O:21])[NH2:20])=[N:4][CH:5]=[C:6]([C:10]=1[NH:11][C:12]1[CH:17]=[CH:16][CH:15]=[C:14]([Cl:18])[CH:13]=1)[C:7]([OH:9])=O.Cl.[F:24][C:25]1[CH:30]=[CH:29][C:28]([C:31]2([O:37][CH3:38])[CH2:36][CH2:35][NH:34][CH2:33][CH2:32]2)=[CH:27][CH:26]=1.